From a dataset of Full USPTO retrosynthesis dataset with 1.9M reactions from patents (1976-2016). Predict the reactants needed to synthesize the given product. (1) Given the product [NH:39]1[C:32]([CH2:31][CH2:30][C@@:20]2([C:23]3[CH:28]=[CH:27][C:26]([F:29])=[CH:25][CH:24]=3)[O:19][C:18](=[O:34])[N:17]([C@H:15]([C:12]3[CH:13]=[CH:14][C:9]([C:3]4[CH:4]=[CH:5][C:6]([F:8])=[CH:7][C:2]=4[F:1])=[CH:10][CH:11]=3)[CH3:16])[CH2:22][CH2:21]2)=[N:33][N:41]=[N:40]1, predict the reactants needed to synthesize it. The reactants are: [F:1][C:2]1[CH:7]=[C:6]([F:8])[CH:5]=[CH:4][C:3]=1[C:9]1[CH:14]=[CH:13][C:12]([C@@H:15]([N:17]2[CH2:22][CH2:21][C@:20]([CH2:30][CH2:31][C:32]#[N:33])([C:23]3[CH:28]=[CH:27][C:26]([F:29])=[CH:25][CH:24]=3)[O:19][C:18]2=[O:34])[CH3:16])=[CH:11][CH:10]=1.[Sn]([N:39]=[N+:40]=[N-:41])(C)(C)C. (2) Given the product [CH3:27][N:10]1[CH:11]=[C:7]([C:1]2[CH:2]=[CH:3][CH:4]=[CH:5][CH:6]=2)[N:8]=[C:9]1[C:12]1[N:13]=[CH:14][N:15]2[C:20](=[O:21])[N:19]([CH2:22][C:23]#[CH:24])[N:18]=[N:17][C:16]=12, predict the reactants needed to synthesize it. The reactants are: [C:1]1([C:7]2[N:8]=[C:9]([C:12]3[N:13]=[CH:14][N:15]4[C:20](=[O:21])[N:19]([CH2:22][C:23]#[CH:24])[N:18]=[N:17][C:16]=34)[NH:10][CH:11]=2)[CH:6]=[CH:5][CH:4]=[CH:3][CH:2]=1.[H-].[Na+].[CH3:27]I. (3) Given the product [Cl:14][C:2]1[CH:9]=[C:8]([CH3:10])[CH:7]=[CH:6][C:3]=1[C:4](=[O:15])[CH3:12], predict the reactants needed to synthesize it. The reactants are: Cl[C:2]1[CH:9]=[C:8]([CH3:10])[CH:7]=[CH:6][C:3]=1[C:4]#N.Br[CH2:12][Mg].[ClH:14].[OH-:15].[Na+]. (4) Given the product [CH3:1][CH:2]1[CH2:8][CH2:7][NH:6][CH2:5][C:4]2[N:19]=[C:20]([C:22]3[CH:27]=[CH:26][CH:25]=[CH:24][N:23]=3)[O:21][C:3]1=2, predict the reactants needed to synthesize it. The reactants are: [CH3:1][CH:2]1[CH2:8][CH2:7][N:6](S(C2C=CC(C)=CC=2)(=O)=O)[CH2:5][C:4]2[N:19]=[C:20]([C:22]3[CH:27]=[CH:26][CH:25]=[CH:24][N:23]=3)[O:21][C:3]1=2. (5) The reactants are: [Cl:1][C:2]1[CH:3]=[C:4]([C:9]([C:12]2[N:16]([C:17]3[CH:22]=[CH:21][C:20]([F:23])=[CH:19][CH:18]=3)[C:15]([CH2:24][O:25][CH:26]3[CH2:31][CH2:30][N:29](C(OC(C)(C)C)=O)[CH2:28][CH2:27]3)=[N:14][CH:13]=2)([CH3:11])[CH3:10])[CH:5]=[CH:6][C:7]=1[Cl:8].C(O)(C(F)(F)F)=O. Given the product [Cl:1][C:2]1[CH:3]=[C:4]([C:9]([C:12]2[N:16]([C:17]3[CH:18]=[CH:19][C:20]([F:23])=[CH:21][CH:22]=3)[C:15]([CH2:24][O:25][CH:26]3[CH2:27][CH2:28][NH:29][CH2:30][CH2:31]3)=[N:14][CH:13]=2)([CH3:11])[CH3:10])[CH:5]=[CH:6][C:7]=1[Cl:8], predict the reactants needed to synthesize it. (6) Given the product [NH2:23][CH2:22][CH2:21][O:20][CH2:19][CH2:18][O:17][CH2:16][CH2:15][O:14][CH2:13][CH2:12][O:11][CH2:10][CH2:9][O:8][CH2:7][CH2:6][NH2:5], predict the reactants needed to synthesize it. The reactants are: C1(=O)[N:5]([CH2:6][CH2:7][O:8][CH2:9][CH2:10][O:11][CH2:12][CH2:13][O:14][CH2:15][CH2:16][O:17][CH2:18][CH2:19][O:20][CH2:21][CH2:22][N:23]2C(=O)C3=CC=CC=C3C2=O)C(=O)C2=CC=CC=C12.O.NN. (7) Given the product [C:1]([Si:5]([O:8][C:9]1[CH:14]=[CH:13][CH:12]=[C:11](/[C:15](/[CH2:21][CH3:22])=[CH:16]/[C:17]#[CH:18])[CH:10]=1)([CH3:7])[CH3:6])([CH3:4])([CH3:3])[CH3:2], predict the reactants needed to synthesize it. The reactants are: [C:1]([Si:5]([O:8][C:9]1[CH:14]=[CH:13][CH:12]=[C:11](/[C:15](/[CH2:21][CH3:22])=[CH:16]/[CH:17]=[C:18](Br)Br)[CH:10]=1)([CH3:7])[CH3:6])([CH3:4])([CH3:3])[CH3:2].C([Li])CCC.[Cl-].[NH4+]. (8) The reactants are: [NH2:1][C:2]1[S:3][CH:4]=[CH:5][N:6]=1.[C:7]([N+:11]#[C-:12])([CH3:10])([CH3:9])[CH3:8].[CH3:13][O:14][C:15]1[C:22]([O:23][CH3:24])=[CH:21][CH:20]=[CH:19][C:16]=1[CH:17]=O. Given the product [C:7]([NH:11][C:12]1[N:6]2[C:2]([S:3][CH:4]=[CH:5]2)=[N:1][C:17]=1[C:16]1[CH:19]=[CH:20][CH:21]=[C:22]([O:23][CH3:24])[C:15]=1[O:14][CH3:13])([CH3:10])([CH3:9])[CH3:8], predict the reactants needed to synthesize it. (9) Given the product [C:2](=[O:3])([O:4][CH3:5])[O:14][C:8]1[CH:9]=[CH:10][C:11]([F:13])=[CH:12][C:7]=1[Cl:6], predict the reactants needed to synthesize it. The reactants are: Cl[C:2]([O:4][CH3:5])=[O:3].[Cl:6][C:7]1[CH:12]=[C:11]([F:13])[CH:10]=[CH:9][C:8]=1[OH:14].[OH-].[Na+]. (10) Given the product [Br:1][C:2]1[CH:7]=[CH:6][C:5]([C:8]2[C:34](=[O:35])[N:33]([CH3:36])[C:11]3[N:12]([CH3:32])[C:13]4[C:18]([C:10]=3[CH:9]=2)=[CH:17][C:16]([C:19]2[NH:20][N:21]=[C:22]([CH2:24][OH:25])[CH:23]=2)=[CH:15][CH:14]=4)=[CH:4][CH:3]=1, predict the reactants needed to synthesize it. The reactants are: [Br:1][C:2]1[CH:7]=[CH:6][C:5]([C:8]2[C:34](=[O:35])[N:33]([CH3:36])[C:11]3[N:12]([CH3:32])[C:13]4[C:18]([C:10]=3[CH:9]=2)=[CH:17][C:16]([C:19]2[NH:20][N:21]=[C:22]([CH2:24][O:25]C3CCCCO3)[CH:23]=2)=[CH:15][CH:14]=4)=[CH:4][CH:3]=1.C1(C)C=CC(S(O)(=O)=O)=CC=1.